This data is from Forward reaction prediction with 1.9M reactions from USPTO patents (1976-2016). The task is: Predict the product of the given reaction. (1) Given the reactants [F:1][C:2]1[CH:33]=[CH:32][C:5]([C:6](/[N:8]=[C:9]2\[NH:10][C:11]3[CH:29]=[CH:28][C:27]([CH2:30][OH:31])=[CH:26][C:12]=3[N:13]\2[C@H:14]2[CH2:19][CH2:18][C@@H:17]([C:20](=[O:25])[NH:21][CH:22]([CH3:24])[CH3:23])[CH2:16][CH2:15]2)=[O:7])=[CH:4][CH:3]=1.S(Cl)(Cl)=O.[CH3:38][O-].[Na+], predict the reaction product. The product is: [F:1][C:2]1[CH:3]=[CH:4][C:5]([C:6](/[N:8]=[C:9]2\[NH:10][C:11]3[CH:29]=[CH:28][C:27]([CH2:30][O:31][CH3:38])=[CH:26][C:12]=3[N:13]\2[C@H:14]2[CH2:19][CH2:18][C@@H:17]([C:20](=[O:25])[NH:21][CH:22]([CH3:23])[CH3:24])[CH2:16][CH2:15]2)=[O:7])=[CH:32][CH:33]=1. (2) Given the reactants Cl.[Br:2][C:3]1[CH:12]=[C:11]2[C:6]([CH2:7][CH2:8][C:9]3([CH2:21][CH2:20]3)[C:10]2=[N:13]S(C(C)(C)C)=O)=[CH:5][CH:4]=1.C(OCC)C, predict the reaction product. The product is: [Br:2][C:3]1[CH:12]=[C:11]2[C:6]([CH2:7][CH2:8][C:9]3([CH2:21][CH2:20]3)[C:10]2=[NH:13])=[CH:5][CH:4]=1.